Task: Regression. Given two drug SMILES strings and cell line genomic features, predict the synergy score measuring deviation from expected non-interaction effect.. Dataset: NCI-60 drug combinations with 297,098 pairs across 59 cell lines (1) Drug 1: CC(C1=C(C=CC(=C1Cl)F)Cl)OC2=C(N=CC(=C2)C3=CN(N=C3)C4CCNCC4)N. Drug 2: C1=CN(C=N1)CC(O)(P(=O)(O)O)P(=O)(O)O. Cell line: SR. Synergy scores: CSS=58.4, Synergy_ZIP=2.58, Synergy_Bliss=5.32, Synergy_Loewe=-27.3, Synergy_HSA=4.62. (2) Drug 1: CCCS(=O)(=O)NC1=C(C(=C(C=C1)F)C(=O)C2=CNC3=C2C=C(C=N3)C4=CC=C(C=C4)Cl)F. Drug 2: C1C(C(OC1N2C=NC3=C(N=C(N=C32)Cl)N)CO)O. Cell line: NCI-H460. Synergy scores: CSS=-2.70, Synergy_ZIP=1.90, Synergy_Bliss=0.932, Synergy_Loewe=-3.02, Synergy_HSA=-2.20. (3) Drug 1: C1=CN(C(=O)N=C1N)C2C(C(C(O2)CO)O)O.Cl. Drug 2: C(CC(=O)O)C(=O)CN.Cl. Cell line: SW-620. Synergy scores: CSS=41.2, Synergy_ZIP=2.19, Synergy_Bliss=3.31, Synergy_Loewe=-59.8, Synergy_HSA=2.24. (4) Synergy scores: CSS=-4.14, Synergy_ZIP=1.38, Synergy_Bliss=-1.24, Synergy_Loewe=-1.34, Synergy_HSA=-2.74. Drug 2: CC(C)NC(=O)C1=CC=C(C=C1)CNNC.Cl. Cell line: SF-295. Drug 1: C1=CN(C=N1)CC(O)(P(=O)(O)O)P(=O)(O)O. (5) Drug 1: CC1C(C(CC(O1)OC2CC(CC3=C2C(=C4C(=C3O)C(=O)C5=C(C4=O)C(=CC=C5)OC)O)(C(=O)CO)O)N)O.Cl. Drug 2: CCC1(C2=C(COC1=O)C(=O)N3CC4=CC5=C(C=CC(=C5CN(C)C)O)N=C4C3=C2)O.Cl. Cell line: NCI-H322M. Synergy scores: CSS=2.69, Synergy_ZIP=-0.450, Synergy_Bliss=1.80, Synergy_Loewe=-4.03, Synergy_HSA=-0.0321. (6) Drug 1: CS(=O)(=O)C1=CC(=C(C=C1)C(=O)NC2=CC(=C(C=C2)Cl)C3=CC=CC=N3)Cl. Cell line: UO-31. Drug 2: CC1=C2C(C(=O)C3(C(CC4C(C3C(C(C2(C)C)(CC1OC(=O)C(C(C5=CC=CC=C5)NC(=O)OC(C)(C)C)O)O)OC(=O)C6=CC=CC=C6)(CO4)OC(=O)C)OC)C)OC. Synergy scores: CSS=57.1, Synergy_ZIP=-5.33, Synergy_Bliss=-2.54, Synergy_Loewe=-17.7, Synergy_HSA=2.07.